From a dataset of Catalyst prediction with 721,799 reactions and 888 catalyst types from USPTO. Predict which catalyst facilitates the given reaction. (1) Reactant: CS(O)(=O)=O.[OH-].[Na+].[CH2:8]([O:15][C:16]([N:18]1[CH2:22][CH2:21][C@H:20]([NH:23][C:24]([C@@H:26]2[CH2:31][CH2:30][C@@H:29]([NH:32][O:33][CH2:34][C:35]3[CH:40]=[CH:39][CH:38]=[CH:37][CH:36]=3)[CH2:28][NH:27]2)=[O:25])[CH2:19]1)=[O:17])[C:9]1[CH:14]=[CH:13][CH:12]=[CH:11][CH:10]=1.[C:41]1([CH3:68])[CH:46]=[CH:45][C:44]([C:47]([C@@:49]([C:65]([OH:67])=[O:66])([OH:64])[C@@:50]([C:55]([C:57]2[CH:62]=[CH:61][C:60]([CH3:63])=[CH:59][CH:58]=2)=[O:56])([OH:54])[C:51]([OH:53])=[O:52])=[O:48])=[CH:43][CH:42]=1.C(O)(=O)C(C(C(O)=O)O)O. Product: [C:41]1([CH3:68])[CH:46]=[CH:45][C:44]([C:47]([C@@:49]([C:65]([OH:67])=[O:66])([OH:64])[C@@:50]([C:55]([C:57]2[CH:58]=[CH:59][C:60]([CH3:63])=[CH:61][CH:62]=2)=[O:56])([OH:54])[C:51]([OH:53])=[O:52])=[O:48])=[CH:43][CH:42]=1.[CH2:8]([O:15][C:16]([N:18]1[CH2:22][CH2:21][C@H:20]([NH:23][C:24]([C@@H:26]2[CH2:31][CH2:30][C@@H:29]([NH:32][O:33][CH2:34][C:35]3[CH:40]=[CH:39][CH:38]=[CH:37][CH:36]=3)[CH2:28][NH:27]2)=[O:25])[CH2:19]1)=[O:17])[C:9]1[CH:14]=[CH:13][CH:12]=[CH:11][CH:10]=1. The catalyst class is: 291. (2) Reactant: [CH:1]1([NH:6][C:7]2[N:12]3[N:13]=[C:14]([C:23]4[CH:28]=[CH:27][C:26]([F:29])=[CH:25][CH:24]=4)[C:15]([C:16](=O)/[CH:17]=[CH:18]/N(C)C)=[C:11]3[CH:10]=[CH:9][CH:8]=2)[CH2:5][CH2:4][CH2:3][CH2:2]1.Cl.[CH:31]1([NH:36][C:37]([NH2:39])=[NH:38])[CH2:35][CH2:34][CH2:33][CH2:32]1.CC(C)([O-])C.[K+].CCOCC. Product: [CH:1]1([NH:6][C:7]2[N:12]3[N:13]=[C:14]([C:23]4[CH:28]=[CH:27][C:26]([F:29])=[CH:25][CH:24]=4)[C:15]([C:16]4[CH:17]=[CH:18][N:39]=[C:37]([NH:36][CH:31]5[CH2:35][CH2:34][CH2:33][CH2:32]5)[N:38]=4)=[C:11]3[CH:10]=[CH:9][CH:8]=2)[CH2:2][CH2:3][CH2:4][CH2:5]1. The catalyst class is: 30. (3) Product: [F:36][C:34]([F:35])([F:37])[C:32]1[CH:33]=[C:28]([CH:29]=[C:30]([C:38]([F:41])([F:40])[F:39])[CH:31]=1)[CH2:27][C:25]1[C:24]([N:42]2[CH2:47][CH2:46][CH:45]([C:48]([O:50][CH2:51][CH3:52])=[O:49])[CH2:44][CH2:43]2)=[CH:23][N:22]=[C:21]([NH:20][C@@H:11]2[C:12]3[C:17](=[CH:16][CH:15]=[C:14]([O:18][CH3:19])[N:13]=3)[NH:8][C@H:9]([CH2:53][CH3:54])[CH2:10]2)[N:26]=1. The catalyst class is: 12. Reactant: C(OC([N:8]1[C:17]2[C:12](=[N:13][C:14]([O:18][CH3:19])=[CH:15][CH:16]=2)[C@@H:11]([NH:20][C:21]2[N:26]=[C:25]([CH2:27][C:28]3[CH:33]=[C:32]([C:34]([F:37])([F:36])[F:35])[CH:31]=[C:30]([C:38]([F:41])([F:40])[F:39])[CH:29]=3)[C:24]([N:42]3[CH2:47][CH2:46][CH:45]([C:48]([O:50][CH2:51][CH3:52])=[O:49])[CH2:44][CH2:43]3)=[CH:23][N:22]=2)[CH2:10][C@H:9]1[CH2:53][CH3:54])=O)(C)(C)C.Cl.C(=O)([O-])O.[Na+]. (4) Reactant: [Cl-].O[NH3+:3].[C:4](=[O:7])([O-])[OH:5].[Na+].CS(C)=O.[CH3:13][C:14]1[N:46]=[C:17]2[N:18]([CH2:41][C:42]3([CH3:45])[CH2:44][CH2:43]3)[C:19](=[O:40])[C:20]([CH2:25][C:26]3[CH:31]=[CH:30][C:29]([C:32]4[C:33]([C:38]#[N:39])=[CH:34][CH:35]=[CH:36][CH:37]=4)=[CH:28][CH:27]=3)=[C:21]([CH2:22][CH2:23][CH3:24])[N:16]2[N:15]=1. Product: [CH3:13][C:14]1[N:46]=[C:17]2[N:18]([CH2:41][C:42]3([CH3:45])[CH2:44][CH2:43]3)[C:19](=[O:40])[C:20]([CH2:25][C:26]3[CH:31]=[CH:30][C:29]([C:32]4[CH:37]=[CH:36][CH:35]=[CH:34][C:33]=4[C:38]4[NH:3][C:4](=[O:7])[O:5][N:39]=4)=[CH:28][CH:27]=3)=[C:21]([CH2:22][CH2:23][CH3:24])[N:16]2[N:15]=1. The catalyst class is: 13. (5) Reactant: C(N(CC)CC)C.[C:8]([O:12][CH2:13][CH3:14])(=[O:11])[CH:9]=[CH2:10].C1(C)C(C(P(C(C2C(C)=CC=CC=2)=O)C(C2C(C)=CC=CC=2)=O)=O)=CC=CC=1.Br.Br[C:45]1[S:54][C:53]2[C:52](=[C:55]3[CH2:60][CH2:59][N:58]([CH3:61])[CH2:57][CH2:56]3)[C:51]3[CH:62]=[CH:63][CH:64]=[CH:65][C:50]=3[CH2:49][CH2:48][C:47]=2[CH:46]=1.[Cl-].[NH4+]. Product: [CH3:61][N:58]1[CH2:59][CH2:60][C:55](=[C:52]2[C:51]3[CH:62]=[CH:63][CH:64]=[CH:65][C:50]=3[CH2:49][CH2:48][C:47]3[CH:46]=[C:45]([CH:10]=[CH:9][C:8]([O:12][CH2:13][CH3:14])=[O:11])[S:54][C:53]2=3)[CH2:56][CH2:57]1. The catalyst class is: 826. (6) Reactant: [Cl:1][C:2]1[CH:10]=[C:9]([F:11])[C:8]([F:12])=[CH:7][C:3]=1[C:4](O)=[O:5].CN(C)C=O.S(Cl)([Cl:20])=O. Product: [Cl:1][C:2]1[CH:10]=[C:9]([F:11])[C:8]([F:12])=[CH:7][C:3]=1[C:4]([Cl:20])=[O:5]. The catalyst class is: 11. (7) Reactant: [N+:1]([C:4]1[CH:5]=[CH:6][C:7]([O:10][C:11](=[O:20])[N:12]([CH3:19])[C:13]2[CH:18]=[CH:17][CH:16]=[CH:15][CH:14]=2)=[N:8][CH:9]=1)([O-])=O.[H][H]. Product: [NH2:1][C:4]1[CH:5]=[CH:6][C:7]([O:10][C:11](=[O:20])[N:12]([CH3:19])[C:13]2[CH:18]=[CH:17][CH:16]=[CH:15][CH:14]=2)=[N:8][CH:9]=1. The catalyst class is: 312. (8) Reactant: [Cl:1][C:2]1[CH:10]=[CH:9][C:5]([C:6](Cl)=[O:7])=[CH:4][N:3]=1.C1CCN2C(=[N:15]CCC2)CC1. Product: [Cl:1][C:2]1[CH:10]=[CH:9][C:5]([C:6]([NH2:15])=[O:7])=[CH:4][N:3]=1. The catalyst class is: 31. (9) Reactant: C[O:2][C:3]1[CH:8]=[CH:7][C:6]([C:9]2[O:10][C:11]([CH3:29])=[C:12]([C:14]([N:16]([CH2:24][C:25]([O:27]C)=[O:26])[CH2:17][C:18]3[CH:23]=[CH:22][CH:21]=[CH:20][N:19]=3)=[O:15])[N:13]=2)=[CH:5][CH:4]=1.B(Br)(Br)Br. Product: [OH:2][C:3]1[CH:4]=[CH:5][C:6]([C:9]2[O:10][C:11]([CH3:29])=[C:12]([C:14]([N:16]([CH2:24][C:25]([OH:27])=[O:26])[CH2:17][C:18]3[CH:23]=[CH:22][CH:21]=[CH:20][N:19]=3)=[O:15])[N:13]=2)=[CH:7][CH:8]=1. The catalyst class is: 4.